From a dataset of Forward reaction prediction with 1.9M reactions from USPTO patents (1976-2016). Predict the product of the given reaction. (1) The product is: [O:3]=[CH:4][CH2:5][CH2:6][CH2:7][NH:8][C:9]([C:11]12[CH2:18][CH:17]3[CH2:19][CH:13]([CH2:14][CH:15]([CH2:16]3)[CH2:20]1)[CH2:12]2)=[O:10]. Given the reactants C([O:3][CH:4](OCC)[CH2:5][CH2:6][CH2:7][NH:8][C:9]([C:11]12[CH2:20][CH:15]3[CH2:16][CH:17]([CH2:19][CH:13]([CH2:14]3)[CH2:12]1)[CH2:18]2)=[O:10])C.C(O)(=O)C.Cl, predict the reaction product. (2) The product is: [Cl:1][C:2]1[CH:3]=[C:4]2[C:8](=[CH:9][CH:10]=1)[NH:7][CH:6]=[C:5]2[CH2:11][CH2:12][NH:13][C:14](=[O:23])[C:15]1[CH:20]=[CH:19][C:18]([CH2:21][C:25]2[CH:30]=[CH:29][C:28]([CH3:31])=[CH:27][CH:26]=2)=[CH:17][CH:16]=1. Given the reactants [Cl:1][C:2]1[CH:3]=[C:4]2[C:8](=[CH:9][CH:10]=1)[NH:7][CH:6]=[C:5]2[CH2:11][CH2:12][NH:13][C:14](=[O:23])[C:15]1[CH:20]=[CH:19][C:18]([CH2:21]Cl)=[CH:17][CH:16]=1.B(O)(O)[C:25]1[CH:26]=[CH:27][C:28]([CH3:31])=[CH:29][CH:30]=1.C(=O)([O-])[O-].[Na+].[Na+].[I-].[Na+], predict the reaction product.